This data is from Forward reaction prediction with 1.9M reactions from USPTO patents (1976-2016). The task is: Predict the product of the given reaction. Given the reactants ON=[CH:3][C:4]([NH:6][C:7]1[CH:12]=[CH:11][C:10]([O:13][CH3:14])=[CH:9][C:8]=1[N+:15]([O-:17])=[O:16])=[O:5].[OH:18]S(O)(=O)=O, predict the reaction product. The product is: [CH3:14][O:13][C:10]1[CH:11]=[C:12]2[C:7](=[C:8]([N+:15]([O-:17])=[O:16])[CH:9]=1)[NH:6][C:4](=[O:5])[C:3]2=[O:18].